The task is: Predict the product of the given reaction.. This data is from Forward reaction prediction with 1.9M reactions from USPTO patents (1976-2016). (1) Given the reactants [Br:1][C:2]1[CH:3]=[N:4][CH:5]=[C:6]2[C:11]=1[N:10]=[C:9]([C:12]([OH:14])=O)[CH:8]=[CH:7]2.Cl.[F:16][C:17]1([F:22])[CH2:21][CH2:20][NH:19][CH2:18]1.C(N(CC)CC)C.CN(C(ON1N=NC2C=CC=NC1=2)=[N+](C)C)C.F[P-](F)(F)(F)(F)F, predict the reaction product. The product is: [Br:1][C:2]1[CH:3]=[N:4][CH:5]=[C:6]2[C:11]=1[N:10]=[C:9]([C:12]([N:19]1[CH2:20][CH2:21][C:17]([F:22])([F:16])[CH2:18]1)=[O:14])[CH:8]=[CH:7]2. (2) Given the reactants [Br:1][C:2]1[C:3]([Cl:22])=[CH:4][C:5]([O:11][CH2:12][CH2:13][CH2:14][C:15]([O:17][C:18]([CH3:21])([CH3:20])[CH3:19])=[O:16])=[C:6]([CH:10]=1)[C:7]([OH:9])=[O:8].[CH3:23][Si:24]([CH3:29])([CH3:28])[CH2:25][CH2:26]O.C1(N=C=NC2CCCCC2)CCCCC1, predict the reaction product. The product is: [CH3:23][Si:24]([CH3:29])([CH3:28])[CH2:25][CH2:26][O:8][C:7](=[O:9])[C:6]1[CH:10]=[C:2]([Br:1])[C:3]([Cl:22])=[CH:4][C:5]=1[O:11][CH2:12][CH2:13][CH2:14][C:15]([O:17][C:18]([CH3:19])([CH3:21])[CH3:20])=[O:16]. (3) Given the reactants [C:1]([C:3]1[CH:8]=[CH:7][CH:6]=[CH:5][C:4]=1[C:9]1[CH:14]=[CH:13][C:12]([CH2:15][CH:16]([C:22](=O)[CH2:23][CH2:24][CH3:25])[C:17](OCC)=[O:18])=[CH:11][CH:10]=1)#[N:2].[CH3:27][O:28][CH2:29][CH:30]([NH:32][C:33]1[NH:37][C:36]([CH3:38])=[N:35][N:34]=1)[CH3:31], predict the reaction product. The product is: [CH3:27][O:28][CH2:29][CH:30]([N:32]1[C:17](=[O:18])[C:16]([CH2:15][C:12]2[CH:13]=[CH:14][C:9]([C:4]3[C:3]([C:1]#[N:2])=[CH:8][CH:7]=[CH:6][CH:5]=3)=[CH:10][CH:11]=2)=[C:22]([CH2:23][CH2:24][CH3:25])[N:34]2[N:35]=[C:36]([CH3:38])[N:37]=[C:33]12)[CH3:31]. (4) Given the reactants [CH3:1][O:2][C:3]([CH:5]1[CH2:10][CH:9]([CH2:11][CH2:12][O:13][CH2:14][C:15]2[CH:20]=[CH:19][CH:18]=[CH:17][CH:16]=2)[CH2:8][CH2:7][CH:6]1O)=[O:4].O=S(Cl)Cl.C1CCN2C(=NCCC2)CC1.CCOC(C)=O, predict the reaction product. The product is: [CH3:1][O:2][C:3]([C:5]1[CH2:10][CH:9]([CH2:11][CH2:12][O:13][CH2:14][C:15]2[CH:16]=[CH:17][CH:18]=[CH:19][CH:20]=2)[CH2:8][CH2:7][CH:6]=1)=[O:4]. (5) Given the reactants C(N(C(C)C)CC)(C)C.Cl[C:11](Cl)([O:13]C(=O)OC(Cl)(Cl)Cl)Cl.[NH2:22][CH2:23][CH:24]([C:26]1[CH:31]=[CH:30][C:29]([CH3:32])=[CH:28][CH:27]=1)[OH:25], predict the reaction product. The product is: [CH3:32][C:29]1[CH:30]=[CH:31][C:26]([CH:24]2[O:25][C:11](=[O:13])[NH:22][CH2:23]2)=[CH:27][CH:28]=1. (6) The product is: [CH3:33][N:3]1[N:2]=[N:1][C:5]([C:6]2[CH:7]=[C:8]3[N:14]=[CH:13][N:12]([CH2:15][C:16]4[CH:32]=[CH:31][C:19]5[N:20]=[C:21]([NH:23][C@@H:24]6[CH2:29][CH2:28][CH2:27][CH2:26][C@H:25]6[OH:30])[S:22][C:18]=5[CH:17]=4)[C:9]3=[N:10][CH:11]=2)=[N:4]1. Given the reactants [N:1]1[NH:2][N:3]=[N:4][C:5]=1[C:6]1[CH:7]=[C:8]2[N:14]=[CH:13][N:12]([CH2:15][C:16]3[CH:32]=[CH:31][C:19]4[N:20]=[C:21]([NH:23][C@@H:24]5[CH2:29][CH2:28][CH2:27][CH2:26][C@H:25]5[OH:30])[S:22][C:18]=4[CH:17]=3)[C:9]2=[N:10][CH:11]=1.[C:33]([O-])([O-])=O.[Cs+].[Cs+], predict the reaction product. (7) Given the reactants [Cl:1][C:2]1[CH:3]=[C:4](/[C:9](/[C:27]([F:30])([F:29])[F:28])=[CH:10]/[C:11]([C:13]2[CH:25]=[CH:24][C:16]([C:17]([O:19][C:20]([CH3:23])([CH3:22])[CH3:21])=[O:18])=[C:15]([CH3:26])[CH:14]=2)=[O:12])[CH:5]=[C:6]([Cl:8])[CH:7]=1.[SH:31][CH2:32][C:33]([O:35][CH3:36])=[O:34].N1CCCCC1, predict the reaction product. The product is: [C:20]([O:19][C:17]([C:16]1[CH:24]=[CH:25][C:13]([C:11]2([OH:12])[CH2:10][C:9]([C:4]3[CH:3]=[C:2]([Cl:1])[CH:7]=[C:6]([Cl:8])[CH:5]=3)([C:27]([F:30])([F:28])[F:29])[S:31][CH:32]2[C:33]([O:35][CH3:36])=[O:34])=[CH:14][C:15]=1[CH3:26])=[O:18])([CH3:23])([CH3:22])[CH3:21].